From a dataset of Forward reaction prediction with 1.9M reactions from USPTO patents (1976-2016). Predict the product of the given reaction. Given the reactants [CH3:1][C@H:2]1[CH2:6][CH2:5][NH:4][C@@H:3]1[C:7](O)=[O:8].[ClH:10].O[C@H]1CCN[C@@H]1C(OCC)=O.C[C@H]1CCN(C(OC(C)(C)C)=O)[C@@H]1C(OCC)=O, predict the reaction product. The product is: [ClH:10].[CH3:1][C@H:2]1[CH2:6][CH2:5][NH:4][C@@H:3]1[CH2:7][OH:8].